This data is from Forward reaction prediction with 1.9M reactions from USPTO patents (1976-2016). The task is: Predict the product of the given reaction. Given the reactants [NH2:1][CH2:2][CH:3]([C:5]1[CH:10]=[CH:9][CH:8]=[CH:7][CH:6]=1)[OH:4].[CH3:11][C:12]([O:15][C:16](O[C:16]([O:15][C:12]([CH3:14])([CH3:13])[CH3:11])=[O:17])=[O:17])([CH3:14])[CH3:13], predict the reaction product. The product is: [C:12]([O:15][C:16](=[O:17])[NH:1][CH2:2][CH:3]([OH:4])[C:5]1[CH:10]=[CH:9][CH:8]=[CH:7][CH:6]=1)([CH3:14])([CH3:13])[CH3:11].